This data is from Forward reaction prediction with 1.9M reactions from USPTO patents (1976-2016). The task is: Predict the product of the given reaction. (1) Given the reactants [N:1]1[CH:2]=[CH:3][N:4]2[CH:9]=[C:8]([CH:10]([C:12]3[N:16]4[N:17]=[C:18]([C:21]5[CH:22]=[C:23]([CH3:27])[CH:24]=[CH:25][CH:26]=5)[CH:19]=[CH:20][C:15]4=[N:14][CH:13]=3)[CH3:11])[CH:7]=[CH:6][C:5]=12.C1C(=O)N([Br:35])C(=O)C1, predict the reaction product. The product is: [Br:35][C:3]1[N:4]2[CH:9]=[C:8]([CH:10]([C:12]3[N:16]4[N:17]=[C:18]([C:21]5[CH:22]=[C:23]([CH3:27])[CH:24]=[CH:25][CH:26]=5)[CH:19]=[CH:20][C:15]4=[N:14][CH:13]=3)[CH3:11])[CH:7]=[CH:6][C:5]2=[N:1][CH:2]=1. (2) Given the reactants ClC1C=CC(C(OCC)=O)=CC=1[N+]([O-])=O.C1(CCN)CC1.[NH2:22][C:23]1[CH:24]=[C:25]([CH:31]=[CH:32][C:33]=1[NH:34][CH2:35][CH2:36][CH:37]1[CH2:39][CH2:38]1)[C:26]([O:28]CC)=[O:27].[CH2:40]([N:42]1[C:54]2[CH:53]=[CH:52][C:51]([CH:55]=O)=[CH:50][C:49]=2[C:48]2[C:43]1=[CH:44][CH:45]=[CH:46][CH:47]=2)[CH3:41], predict the reaction product. The product is: [CH:37]1([CH2:36][CH2:35][N:34]2[C:33]3[CH:32]=[CH:31][C:25]([C:26]([OH:28])=[O:27])=[CH:24][C:23]=3[N:22]=[C:55]2[C:51]2[CH:52]=[CH:53][C:54]3[N:42]([CH2:40][CH3:41])[C:43]4[C:48]([C:49]=3[CH:50]=2)=[CH:47][CH:46]=[CH:45][CH:44]=4)[CH2:38][CH2:39]1. (3) Given the reactants [OH:1][CH2:2][C@@H:3]([NH:18][C:19](=[O:25])[O:20][C:21]([CH3:24])([CH3:23])[CH3:22])[C@H:4]([C:8]1[CH:13]=[CH:12][C:11]([C:14]([F:17])([F:16])[F:15])=[CH:10][CH:9]=1)/[CH:5]=[CH:6]/[CH3:7].CCN(C(C)C)C(C)C.FC(F)(F)S(O[Si:41]([C:44]([CH3:47])([CH3:46])[CH3:45])([CH3:43])[CH3:42])(=O)=O, predict the reaction product. The product is: [Si:41]([O:1][CH2:2][C@@H:3]([NH:18][C:19](=[O:25])[O:20][C:21]([CH3:24])([CH3:23])[CH3:22])[C@H:4]([C:8]1[CH:13]=[CH:12][C:11]([C:14]([F:17])([F:16])[F:15])=[CH:10][CH:9]=1)/[CH:5]=[CH:6]/[CH3:7])([C:44]([CH3:47])([CH3:46])[CH3:45])([CH3:43])[CH3:42]. (4) Given the reactants [CH2:1]([O:8][C:9]1[CH:10]=[C:11]([C:23](OC)=[O:24])[CH:12]=[C:13]([C:15]2[C:20]([CH3:21])=[CH:19][CH:18]=[CH:17][C:16]=2[CH3:22])[CH:14]=1)[C:2]1[CH:7]=[CH:6][CH:5]=[CH:4][CH:3]=1.[H-].[Al+3].[Li+].[H-].[H-].[H-].O.O.O.O.O.O.O.O.O.O.S([O-])([O-])(=O)=O.[Na+].[Na+], predict the reaction product. The product is: [CH2:1]([O:8][C:9]1[CH:10]=[C:11]([CH2:23][OH:24])[CH:12]=[C:13]([C:15]2[C:16]([CH3:22])=[CH:17][CH:18]=[CH:19][C:20]=2[CH3:21])[CH:14]=1)[C:2]1[CH:7]=[CH:6][CH:5]=[CH:4][CH:3]=1. (5) The product is: [NH2:1][C:2]1[C:3]2[CH:10]=[CH:9][N:8]([C@H:11]3[O:26][C@H:25]([CH2:27][OH:28])[C@@H:14]([OH:15])[C@@:12]3([CH2:38][OH:39])[OH:13])[C:4]=2[N:5]=[CH:6][N:7]=1. Given the reactants [NH2:1][C:2]1[C:3]2[CH:10]=[CH:9][N:8]([C@@H:11]3[O:26][C@H:25]([CH2:27][O:28]CC4C=CC(Cl)=CC=4Cl)[C@@H:14]([O:15]CC4C=CC(Cl)=CC=4Cl)[C@@:12]3([CH2:38][OH:39])[OH:13])[C:4]=2[N:5]=[CH:6][N:7]=1, predict the reaction product. (6) Given the reactants [N:1]1([C:7]2[CH:8]=[C:9]3[C:13](=[CH:14][CH:15]=2)NC=C3)[CH2:6][CH2:5][NH:4][CH2:3][CH2:2]1.[NH2:16][C:17]1C=C2C(C=CN2)=C[CH:18]=1, predict the reaction product. The product is: [N:1]1([C:7]2[CH:8]=[C:9]3[C:13]([CH:18]=[CH:17][NH:16]3)=[CH:14][CH:15]=2)[CH2:2][CH2:3][NH:4][CH2:5][CH2:6]1. (7) Given the reactants [CH2:1]([OH:23])[C@H:2]1[O:7][C@@H:6]([O:8][C@H]2[C@H](O)[C@@H](O)[C@H](O)O[C@@H]2CO)[C@H:5]([OH:20])[C@@H:4]([OH:21])[C@@H:3]1[OH:22], predict the reaction product. The product is: [O:8]=[CH:6][C@@H:5]([C@H:4]([C@@H:3]([C@@H:2]([CH2:1][OH:23])[OH:7])[OH:22])[OH:21])[OH:20]. (8) The product is: [CH2:1]([N:8]1[CH2:26][CH2:25][C:11]2[N:12]=[C:13]([C:17]3[CH:18]=[C:19]([Cl:24])[CH:20]=[C:21]([Cl:23])[CH:22]=3)[N:14]=[C:15]([O:16][CH2:32][C:31]3[CH:34]=[CH:35][C:28]([F:27])=[CH:29][CH:30]=3)[C:10]=2[CH2:9]1)[C:2]1[CH:3]=[CH:4][CH:5]=[CH:6][CH:7]=1. Given the reactants [CH2:1]([N:8]1[CH2:26][CH2:25][C:11]2[N:12]=[C:13]([C:17]3[CH:22]=[C:21]([Cl:23])[CH:20]=[C:19]([Cl:24])[CH:18]=3)[N:14]=[C:15]([OH:16])[C:10]=2[CH2:9]1)[C:2]1[CH:7]=[CH:6][CH:5]=[CH:4][CH:3]=1.[F:27][C:28]1[CH:35]=[CH:34][C:31]([CH2:32]Br)=[CH:30][CH:29]=1, predict the reaction product.